Dataset: Full USPTO retrosynthesis dataset with 1.9M reactions from patents (1976-2016). Task: Predict the reactants needed to synthesize the given product. (1) Given the product [Cl:14][C:15]1[CH:20]=[CH:19][C:18]([O:21][CH3:22])=[C:17]([C:26]([C:25]2[CH:29]=[CH:30][CH:31]=[CH:32][C:24]=2[F:23])=[O:27])[CH:16]=1, predict the reactants needed to synthesize it. The reactants are: C1(OC)C=CC=CC=1.[Al+3].[Cl-].[Cl-].[Cl-].Cl.[Cl:14][C:15]1[CH:20]=[CH:19][C:18]([O:21][CH3:22])=[CH:17][CH:16]=1.[F:23][C:24]1[CH:32]=[CH:31][CH:30]=[CH:29][C:25]=1[C:26](Cl)=[O:27]. (2) Given the product [CH2:1]([O:3][C:4]([CH:6]1[CH2:13][CH:12]2[NH:14][CH:8]([CH2:9][C:10](=[O:22])[CH2:11]2)[CH2:7]1)=[O:5])[CH3:2], predict the reactants needed to synthesize it. The reactants are: [CH2:1]([O:3][C:4]([CH:6]1[CH2:13][CH:12]2[N:14](CC3C=CC=CC=3)[CH:8]([CH2:9][C:10](=[O:22])[CH2:11]2)[CH2:7]1)=[O:5])[CH3:2].[H][H]. (3) Given the product [C:3]([C:5]1[CH:6]=[C:7]([CH:21]=[CH:22][CH:23]=1)[CH2:8][N:9]1[C:18]2[CH2:17][CH2:16][CH2:15][CH2:14][C:13]=2[C:12](=[O:19])[NH:11][C:10]1=[O:20])([OH:4])=[O:2], predict the reactants needed to synthesize it. The reactants are: C[O:2][C:3]([C:5]1[CH:6]=[C:7]([CH:21]=[CH:22][CH:23]=1)[CH2:8][N:9]1[C:18]2[CH2:17][CH2:16][CH2:15][CH2:14][C:13]=2[C:12](=[O:19])[NH:11][C:10]1=[O:20])=[O:4].[OH-].[Na+].